Dataset: Reaction yield outcomes from USPTO patents with 853,638 reactions. Task: Predict the reaction yield, written as a fraction of the theoretical maximum amount of product (1.0 means a 100% yield; for example, 0.34 means a 34% yield). (1) The reactants are [C:1]([S:4][C@H:5]1[CH2:9][N:8]([S:10]([C:13]2[CH:22]=[CH:21][C:20]3[C:15](=[CH:16][CH:17]=[CH:18][CH:19]=3)[CH:14]=2)(=[O:12])=[O:11])[C@H:7](C(O)=O)[CH2:6]1)(=[O:3])[CH3:2].CN1CC[O:30]CC1.[B-](F)(F)(F)F.CN(C(ON1C(=O)C=CC=C1)=[N+](C)C)C.[CH3:53][O:54][C:55](=[O:69])[C:56]1[CH:61]=[CH:60][C:59]([N:62]([CH3:68])[C:63](=[O:67])[CH2:64][NH:65][CH3:66])=[CH:58][CH:57]=1. The catalyst is C(Cl)Cl. The product is [CH3:53][O:54][C:55](=[O:69])[C:56]1[CH:57]=[CH:58][C:59]([N:62]([C:63](=[O:67])[CH2:64][NH:65][C:66]([C@@H:7]2[CH2:6][C@@H:5]([S:4][C:1](=[O:3])[CH3:2])[CH2:9][N:8]2[S:10]([C:13]2[CH:22]=[CH:21][C:20]3[C:15](=[CH:16][CH:17]=[CH:18][CH:19]=3)[CH:14]=2)(=[O:12])=[O:11])=[O:30])[CH3:68])=[CH:60][CH:61]=1. The yield is 0.980. (2) The reactants are [CH3:1][N:2]1[C:10]2[CH:9]3[CH2:11][CH:6]([CH2:7][CH2:8]3)[C:5]=2[C:4]([CH2:12][O:13][N:14]2C(=O)C3C(=CC=CC=3)C2=O)=[N:3]1.C(Cl)Cl.O.NN. The catalyst is C(O)C. The product is [NH2:14][O:13][CH2:12][C:4]1[C:5]2[CH:6]3[CH2:11][CH:9]([CH2:8][CH2:7]3)[C:10]=2[N:2]([CH3:1])[N:3]=1. The yield is 0.640. (3) The reactants are Cl.[CH2:2]1[CH:6]2[CH2:7][CH2:8][CH2:9][CH:5]2[CH2:4][NH:3]1.[OH-].[Na+].[C-:12]#[N:13].[Na+]. The catalyst is P([O-])([O-])([O-])=O.[K+].[K+].[K+]. The product is [CH:2]1([C:12]#[N:13])[CH:6]2[CH2:7][CH2:8][CH2:9][CH:5]2[CH2:4][NH:3]1. The yield is 0.820. (4) The reactants are [Br:1][C:2]1[CH:11]=[C:10]2[C:5]([CH2:6][CH2:7][CH2:8][C:9]2([CH3:13])[CH3:12])=[CH:4][CH:3]=1.C([O:18]O)(C)(C)C. The catalyst is ClCCl.O.[O-2].[Cr+6].[O-2].[O-2]. The product is [Br:1][C:2]1[CH:11]=[C:10]2[C:5](=[CH:4][CH:3]=1)[C:6](=[O:18])[CH2:7][CH2:8][C:9]2([CH3:13])[CH3:12]. The yield is 0.790. (5) The reactants are Br[C:2]1[CH:7]=[CH:6][C:5]([CH:8]2[O:13][CH2:12][CH2:11]C[O:9]2)=[CH:4][CH:3]=1.C([Li])CCC.[CH2:19]([S:26][S:26][CH2:19][C:20]1[CH:25]=[CH:24][CH:23]=[CH:22][CH:21]=1)[C:20]1[CH:25]=[CH:24][CH:23]=[CH:22][CH:21]=1. The catalyst is O1CCCC1. The product is [CH2:19]([S:26][C:2]1[CH:3]=[CH:4][C:5]([CH:8]2[O:9][CH2:11][CH2:12][O:13]2)=[CH:6][CH:7]=1)[C:20]1[CH:25]=[CH:24][CH:23]=[CH:22][CH:21]=1. The yield is 0.180. (6) The reactants are Cl[C:2]1[N:6]2[CH:7]=[C:8]([F:11])[CH:9]=[CH:10][C:5]2=[N:4][N:3]=1.[CH3:12][N:13]1[CH2:18][CH2:17][NH:16][CH2:15][CH2:14]1. The catalyst is CC(N(C)C)=O. The product is [F:11][C:8]1[CH:9]=[CH:10][C:5]2[N:6]([C:2]([N:16]3[CH2:17][CH2:18][N:13]([CH3:12])[CH2:14][CH2:15]3)=[N:3][N:4]=2)[CH:7]=1. The yield is 0.320. (7) The reactants are [CH2:1]([N:8]1[CH:12]=[C:11]([C:13]2[S:14][C:15]([C:19]([OH:21])=O)=[C:16]([CH3:18])[N:17]=2)[N:10]=[N:9]1)[C:2]1[CH:7]=[CH:6][CH:5]=[CH:4][CH:3]=1.ON1C2C=CC=CC=2N=N1.CN(C)CCCN=C=NCC.C(N(CC)C(C)C)(C)C.[N:52]1[CH:57]=[CH:56][CH:55]=[C:54]([CH2:58][NH2:59])[CH:53]=1. The catalyst is CN(C)C=O.C(OCC)(=O)C. The product is [CH2:1]([N:8]1[CH:12]=[C:11]([C:13]2[S:14][C:15]([C:19]([NH:59][CH2:58][C:54]3[CH:53]=[N:52][CH:57]=[CH:56][CH:55]=3)=[O:21])=[C:16]([CH3:18])[N:17]=2)[N:10]=[N:9]1)[C:2]1[CH:3]=[CH:4][CH:5]=[CH:6][CH:7]=1. The yield is 0.600. (8) The reactants are [CH2:1]([SH:8])[C:2]1[CH:7]=[CH:6][CH:5]=[CH:4][CH:3]=1.[H-].[Na+].[F:11][C:12]1[CH:17]=[CH:16][CH:15]=[C:14](F)[N:13]=1. The catalyst is C1COCC1. The product is [CH2:1]([S:8][C:14]1[CH:15]=[CH:16][CH:17]=[C:12]([F:11])[N:13]=1)[C:2]1[CH:7]=[CH:6][CH:5]=[CH:4][CH:3]=1. The yield is 1.00. (9) The reactants are [Cl:1][C:2]1[CH:7]=[CH:6][CH:5]=[C:4]([Cl:8])[C:3]=1[C:9]1[C:13]([CH2:14]O)=[C:12]([CH:16]([CH3:18])[CH3:17])[O:11][N:10]=1.[CH3:19][O:20][C:21]([C:23]1[C:31]2[C:26](=[CH:27][C:28]([C:32]3[CH:37]=[CH:36][C:35](O)=[CH:34][C:33]=3[CH3:39])=[CH:29][CH:30]=2)[NH:25][CH:24]=1)=[O:22].N(C(N1CCCCC1)=O)=NC(N1CCCCC1)=[O:43].C(P(CCCC)CCCC)CCC. The catalyst is C1(C)C=CC=CC=1. The product is [CH3:19][O:20][C:21]([C:23]1[C:27]2[C:26](=[CH:31][CH:30]=[CH:29][C:28]=2[C:32]2[CH:37]=[CH:36][CH:35]=[C:34]([O:43][CH:9]([C:3]3[C:2]([Cl:1])=[CH:7][CH:6]=[CH:5][C:4]=3[Cl:8])[C:13]3[CH:14]=[N:10][O:11][C:12]=3[CH:16]([CH3:18])[CH3:17])[C:33]=2[CH3:39])[NH:25][CH:24]=1)=[O:22]. The yield is 0.400.